From a dataset of Full USPTO retrosynthesis dataset with 1.9M reactions from patents (1976-2016). Predict the reactants needed to synthesize the given product. Given the product [ClH:34].[ClH:34].[NH2:8][C@H:9]([C:14]([O:16][CH3:17])=[O:15])[CH2:10][CH2:11][CH2:12][NH2:13], predict the reactants needed to synthesize it. The reactants are: C(OC([NH:8][C@H:9]([C:14]([OH:16])=[O:15])[CH2:10][CH2:11][CH2:12][NH2:13])=O)(C)(C)C.[CH:17](C1C=CC=CC=1B(O)O)=O.[BH4-].[Na+].C[Si]([Cl:34])(C)C.